Predict the reaction yield, written as a fraction of the theoretical maximum amount of product (1.0 means a 100% yield; for example, 0.34 means a 34% yield). From a dataset of Reaction yield outcomes from USPTO patents with 853,638 reactions. (1) The reactants are [NH2:1][C:2]1[CH:7]=[CH:6][CH:5]=[CH:4][CH:3]=1.[CH:8]([CH:11]([C:17]([CH3:19])=O)[C:12](OCC)=[O:13])([CH3:10])[CH3:9].C(Cl)(Cl)Cl.C1(C)C=CC(S(O)(=O)=O)=CC=1. The catalyst is O. The product is [OH:13][C:12]1[C:7]2[C:2](=[CH:3][CH:4]=[CH:5][CH:6]=2)[N:1]=[C:17]([CH3:19])[C:11]=1[CH:8]([CH3:10])[CH3:9]. The yield is 0.210. (2) The reactants are [CH3:1][O:2][C:3](=[O:10])[CH:4](Br)[CH2:5][CH2:6][CH2:7][CH3:8].[F:11][C:12]1[CH:18]=[CH:17][C:15]([NH2:16])=[CH:14][C:13]=1[CH3:19].C([O-])([O-])=O.[K+].[K+]. The catalyst is CN(C=O)C.O. The product is [CH3:1][O:2][C:3](=[O:10])[CH:4]([NH:16][C:15]1[CH:17]=[CH:18][C:12]([F:11])=[C:13]([CH3:19])[CH:14]=1)[CH2:5][CH2:6][CH2:7][CH3:8]. The yield is 0.450. (3) The reactants are [C:1]([Cl:4])(=O)C.Cl.[Cl:6][C:7]1[CH:15]=[C:14]([O:16][CH2:17][CH3:18])[C:13]([NH:19][NH2:20])=[CH:12][C:8]=1[C:9]([OH:11])=[O:10]. The catalyst is CO. The product is [ClH:4].[Cl:6][C:7]1[CH:15]=[C:14]([O:16][CH2:17][CH3:18])[C:13]([NH:19][NH2:20])=[CH:12][C:8]=1[C:9]([O:11][CH3:1])=[O:10]. The yield is 0.890. (4) The reactants are [Cl:1][C:2]1[CH:3]=[C:4]([C:10]2[N:11]=[C:12]3[C:17](=[CH:18][CH:19]=2)[N:16]=[CH:15][C:14]([C:20]([CH:22]2[CH2:24][CH2:23]2)=[O:21])=[C:13]3[NH:25][C:26]2[CH:27]=[CH:28][C:29]([N:32]3[CH2:37][CH2:36][CH2:35][C@H:34]([NH:38]C(=O)OC(C)(C)C)[CH2:33]3)=[N:30][CH:31]=2)[CH:5]=[C:6]([F:9])[C:7]=1[OH:8].C(O)(C(F)(F)F)=O. No catalyst specified. The product is [NH2:38][C@H:34]1[CH2:35][CH2:36][CH2:37][N:32]([C:29]2[N:30]=[CH:31][C:26]([NH:25][C:13]3[C:12]4[C:17](=[CH:18][CH:19]=[C:10]([C:4]5[CH:5]=[C:6]([F:9])[C:7]([OH:8])=[C:2]([Cl:1])[CH:3]=5)[N:11]=4)[N:16]=[CH:15][C:14]=3[C:20]([CH:22]3[CH2:24][CH2:23]3)=[O:21])=[CH:27][CH:28]=2)[CH2:33]1. The yield is 0.400. (5) The reactants are Br[C:2]1[CH:9]=[CH:8][C:5]([C:6]#[N:7])=[C:4]([C:10]([F:13])([F:12])[F:11])[C:3]=1[CH3:14].[C:15]([O:34][CH2:35][C@@H:36]1[NH:40][C:39](=[O:41])[CH2:38][CH2:37]1)([C:28]1[CH:33]=[CH:32][CH:31]=[CH:30][CH:29]=1)([C:22]1[CH:27]=[CH:26][CH:25]=[CH:24][CH:23]=1)[C:16]1[CH:21]=[CH:20][CH:19]=[CH:18][CH:17]=1.C([O-])([O-])=O.[Cs+].[Cs+].CC1(C)C2C(=C(P(C3C=CC=CC=3)C3C=CC=CC=3)C=CC=2)OC2C(P(C3C=CC=CC=3)C3C=CC=CC=3)=CC=CC1=2. The catalyst is O1CCOCC1.O.C1C=CC(/C=C/C(/C=C/C2C=CC=CC=2)=O)=CC=1.C1C=CC(/C=C/C(/C=C/C2C=CC=CC=2)=O)=CC=1.C1C=CC(/C=C/C(/C=C/C2C=CC=CC=2)=O)=CC=1.[Pd].[Pd]. The product is [CH3:14][C:3]1[C:4]([C:10]([F:13])([F:12])[F:11])=[C:5]([CH:8]=[CH:9][C:2]=1[N:40]1[C@@H:36]([CH2:35][O:34][C:15]([C:16]2[CH:21]=[CH:20][CH:19]=[CH:18][CH:17]=2)([C:22]2[CH:23]=[CH:24][CH:25]=[CH:26][CH:27]=2)[C:28]2[CH:33]=[CH:32][CH:31]=[CH:30][CH:29]=2)[CH2:37][CH2:38][C:39]1=[O:41])[C:6]#[N:7]. The yield is 0.260. (6) The reactants are [O:1]=[C:2]1[CH:19]=[C:18]([CH:20]2[CH2:25][CH2:24][N:23](C(OC(C)(C)C)=O)[CH2:22][CH2:21]2)[N:5]2[N:6]=[C:7]3[C:12]([C:11]([N:13]4[N:17]=[CH:16][CH:15]=[N:14]4)=[CH:10][CH:9]=[CH:8]3)=[C:4]2[NH:3]1.[ClH:33]. The catalyst is O1CCOCC1. The product is [ClH:33].[NH:23]1[CH2:22][CH2:21][CH:20]([C:18]2[N:5]3[N:6]=[C:7]4[C:12]([C:11]([N:13]5[N:17]=[CH:16][CH:15]=[N:14]5)=[CH:10][CH:9]=[CH:8]4)=[C:4]3[NH:3][C:2](=[O:1])[CH:19]=2)[CH2:25][CH2:24]1. The yield is 0.960.